Task: Predict the product of the given reaction.. Dataset: Forward reaction prediction with 1.9M reactions from USPTO patents (1976-2016) (1) Given the reactants [C:1]([CH2:3][CH:4]1[O:9][CH2:8][C@@H:7]([NH:10]C(=O)OC(C)(C)C)[CH2:6][CH2:5]1)#[N:2].[Cl:18]CCl.[ClH:21].O1CCOCC1, predict the reaction product. The product is: [ClH:18].[NH2:10][C@@H:7]1[CH2:8][O:9][C@@H:4]([CH2:3][C:1]#[N:2])[CH2:5][CH2:6]1.[ClH:21].[NH2:10][C@@H:7]1[CH2:8][O:9][C@H:4]([CH2:3][C:1]#[N:2])[CH2:5][CH2:6]1. (2) The product is: [CH3:1][O:2][C:3]([C:5]1([S:40]([C:37]2[CH:38]=[CH:39][C:34]([O:33][C:32]3[CH:44]=[CH:45][C:29]([Cl:28])=[CH:30][CH:31]=3)=[CH:35][CH:36]=2)(=[O:41])=[O:42])[CH2:6][CH2:7][N:8]([CH2:11][C:12]2[CH:13]=[CH:14][CH:15]=[CH:16][CH:17]=2)[CH2:9][CH2:10]1)=[O:4]. Given the reactants [CH3:1][O:2][C:3]([CH:5]1[CH2:10][CH2:9][N:8]([CH2:11][C:12]2[CH:17]=[CH:16][CH:15]=[CH:14][CH:13]=2)[CH2:7][CH2:6]1)=[O:4].C[Si](C)(C)[N-][Si](C)(C)C.[Li+].[Cl:28][C:29]1[CH:45]=[CH:44][C:32]([O:33][C:34]2[CH:39]=[CH:38][C:37]([S:40](F)(=[O:42])=[O:41])=[CH:36][CH:35]=2)=[CH:31][CH:30]=1, predict the reaction product. (3) Given the reactants [CH2:1]([O:13][C:14]1[CH:15]=[C:16]([NH2:22])[C:17]([NH2:21])=[CH:18][C:19]=1[F:20])[CH2:2][CH2:3][CH2:4][CH2:5][CH2:6][CH2:7][CH2:8][CH2:9][CH2:10][CH2:11][CH3:12].[S:23](=NC1C=CC=CC=1)=O.Cl[Si](C)(C)C.C([O-])(O)=O.[Na+], predict the reaction product. The product is: [CH2:1]([O:13][C:14]1[C:19]([F:20])=[CH:18][C:17]2[C:16]([CH:15]=1)=[N:22][S:23][N:21]=2)[CH2:2][CH2:3][CH2:4][CH2:5][CH2:6][CH2:7][CH2:8][CH2:9][CH2:10][CH2:11][CH3:12]. (4) Given the reactants [C:1]([O:5][C:6]1[CH:41]=[CH:40][CH:39]=[CH:38][C:7]=1[CH2:8][N:9]([CH2:20][CH2:21][CH2:22][CH2:23][CH2:24][CH2:25][N:26]1[CH2:31][CH2:30][CH:29](C2C=CC=CC=2)[CH2:28][CH2:27]1)[CH2:10][CH2:11][NH:12][C:13](=[O:19])[O:14][C:15]([CH3:18])([CH3:17])[CH3:16])([CH3:4])([CH3:3])[CH3:2].BrCCCCCCN([CH2:60][C:61]1[CH:66]=[CH:65][CH:64]=[CH:63][C:62]=1OC(C)(C)C)CCNC(=O)OC(C)(C)C.C(C1CCNCC1)C1C=CC=CC=1.C([O-])([O-])=O.[K+].[K+], predict the reaction product. The product is: [C:15]([O:14][C:13](=[O:19])[NH:12][CH2:11][CH2:10][N:9]([CH2:20][CH2:21][CH2:22][CH2:23][CH2:24][CH2:25][N:26]1[CH2:27][CH2:28][CH:29]([CH2:60][C:61]2[CH:66]=[CH:65][CH:64]=[CH:63][CH:62]=2)[CH2:30][CH2:31]1)[CH2:8][C:7]1[CH:38]=[CH:39][CH:40]=[CH:41][C:6]=1[O:5][C:1]([CH3:3])([CH3:2])[CH3:4])([CH3:17])([CH3:16])[CH3:18]. (5) The product is: [NH2:10][CH:6]([CH2:5][CH2:4][CH2:3][C:2]([CH3:1])([N+:14]([O-:16])=[O:15])[CH3:13])[C:7]([OH:12])=[O:22]. Given the reactants [CH3:1][C:2]([N+:14]([O-:16])=[O:15])([CH3:13])[CH2:3][CH2:4][CH2:5][CH:6]1[NH:10]C(=O)N[C:7]1=[O:12].[OH-].[Na+].[OH-].[K+].C(=O)([O-])[O-:22].[Na+].[Na+].C(=O)([O-])[O-].[K+].[K+].[OH-].[Ca+2].[OH-].[OH-].[Ba+2].[OH-], predict the reaction product. (6) The product is: [F:21][C:2]([F:1])([F:20])[C:3]1[C:11]2[CH2:10][CH2:9][CH2:8][CH2:7][C:6]=2[N:5]([CH2:12][CH2:13][CH2:14][CH2:15][C:16]([OH:18])=[O:17])[N:4]=1. Given the reactants [F:1][C:2]([F:21])([F:20])[C:3]1[C:11]2[CH2:10][CH2:9][CH2:8][CH2:7][C:6]=2[N:5]([CH2:12][CH2:13][CH2:14][CH2:15][C:16]([O:18]C)=[O:17])[N:4]=1.[OH-].[Na+].CO, predict the reaction product. (7) Given the reactants [CH2:1](N(CC)CC)C.[C:16](O[C:16]([O:18][C:19]([CH3:22])([CH3:21])[CH3:20])=[O:17])([O:18][C:19]([CH3:22])([CH3:21])[CH3:20])=[O:17].Cl.[NH2:24][C:25]1([C:31]([O:33][CH3:34])=[O:32])[CH2:30][CH2:29][O:28][CH2:27][CH2:26]1.Cl, predict the reaction product. The product is: [C:19]([O:18][C:16]([NH:24][C:25]1([C:31]([O:33][CH2:34][CH3:1])=[O:32])[CH2:26][CH2:27][O:28][CH2:29][CH2:30]1)=[O:17])([CH3:20])([CH3:21])[CH3:22].